This data is from NCI-60 drug combinations with 297,098 pairs across 59 cell lines. The task is: Regression. Given two drug SMILES strings and cell line genomic features, predict the synergy score measuring deviation from expected non-interaction effect. (1) Drug 1: CN1C(=O)N2C=NC(=C2N=N1)C(=O)N. Drug 2: COCCOC1=C(C=C2C(=C1)C(=NC=N2)NC3=CC=CC(=C3)C#C)OCCOC.Cl. Cell line: SNB-19. Synergy scores: CSS=-1.72, Synergy_ZIP=1.35, Synergy_Bliss=2.35, Synergy_Loewe=-3.92, Synergy_HSA=-2.40. (2) Drug 1: C1CCN(CC1)CCOC2=CC=C(C=C2)C(=O)C3=C(SC4=C3C=CC(=C4)O)C5=CC=C(C=C5)O. Drug 2: C1=CC=C(C(=C1)C(C2=CC=C(C=C2)Cl)C(Cl)Cl)Cl. Cell line: HT29. Synergy scores: CSS=9.82, Synergy_ZIP=-0.198, Synergy_Bliss=4.04, Synergy_Loewe=-1.63, Synergy_HSA=-2.88. (3) Drug 1: CCC1(CC2CC(C3=C(CCN(C2)C1)C4=CC=CC=C4N3)(C5=C(C=C6C(=C5)C78CCN9C7C(C=CC9)(C(C(C8N6C)(C(=O)OC)O)OC(=O)C)CC)OC)C(=O)OC)O.OS(=O)(=O)O. Drug 2: COCCOC1=C(C=C2C(=C1)C(=NC=N2)NC3=CC=CC(=C3)C#C)OCCOC.Cl. Cell line: BT-549. Synergy scores: CSS=-2.83, Synergy_ZIP=2.10, Synergy_Bliss=-1.78, Synergy_Loewe=-4.66, Synergy_HSA=-5.18. (4) Drug 1: C1=CN(C(=O)N=C1N)C2C(C(C(O2)CO)O)O.Cl. Drug 2: CCN(CC)CCCC(C)NC1=C2C=C(C=CC2=NC3=C1C=CC(=C3)Cl)OC. Cell line: OVCAR-8. Synergy scores: CSS=45.5, Synergy_ZIP=-4.57, Synergy_Bliss=-5.02, Synergy_Loewe=-1.77, Synergy_HSA=0.812. (5) Cell line: CCRF-CEM. Synergy scores: CSS=84.6, Synergy_ZIP=9.37, Synergy_Bliss=6.78, Synergy_Loewe=5.68, Synergy_HSA=9.25. Drug 2: C1=NC2=C(N1)C(=S)N=C(N2)N. Drug 1: CC1=C2C(C(=O)C3(C(CC4C(C3C(C(C2(C)C)(CC1OC(=O)C(C(C5=CC=CC=C5)NC(=O)OC(C)(C)C)O)O)OC(=O)C6=CC=CC=C6)(CO4)OC(=O)C)OC)C)OC. (6) Drug 1: CC1=C(C(CCC1)(C)C)C=CC(=CC=CC(=CC(=O)O)C)C. Drug 2: CC1CCC2CC(C(=CC=CC=CC(CC(C(=O)C(C(C(=CC(C(=O)CC(OC(=O)C3CCCCN3C(=O)C(=O)C1(O2)O)C(C)CC4CCC(C(C4)OC)O)C)C)O)OC)C)C)C)OC. Cell line: SW-620. Synergy scores: CSS=1.76, Synergy_ZIP=4.28, Synergy_Bliss=6.22, Synergy_Loewe=-0.100, Synergy_HSA=2.22. (7) Drug 2: CC1C(C(CC(O1)OC2CC(CC3=C2C(=C4C(=C3O)C(=O)C5=C(C4=O)C(=CC=C5)OC)O)(C(=O)CO)O)N)O.Cl. Drug 1: CC12CCC3C(C1CCC2=O)CC(=C)C4=CC(=O)C=CC34C. Cell line: SR. Synergy scores: CSS=50.1, Synergy_ZIP=3.51, Synergy_Bliss=4.23, Synergy_Loewe=-3.24, Synergy_HSA=4.69.